From a dataset of Full USPTO retrosynthesis dataset with 1.9M reactions from patents (1976-2016). Predict the reactants needed to synthesize the given product. (1) Given the product [OH:6][CH:4]1[CH2:5][N:2]([C:7]([O:9][C:10]([CH3:13])([CH3:12])[CH3:11])=[O:8])[CH2:3]1, predict the reactants needed to synthesize it. The reactants are: Cl.[NH:2]1[CH2:5][CH:4]([OH:6])[CH2:3]1.[C:7](O[C:7]([O:9][C:10]([CH3:13])([CH3:12])[CH3:11])=[O:8])([O:9][C:10]([CH3:13])([CH3:12])[CH3:11])=[O:8].C(N(CC)CC)C. (2) Given the product [CH3:8][O:9][C:10](=[O:21])[C:11]1[CH:16]=[CH:15][C:14]([Br:17])=[C:13]([NH2:18])[CH:12]=1, predict the reactants needed to synthesize it. The reactants are: [O-]S([O-])(=O)=O.[Na+].[Na+].[CH3:8][O:9][C:10](=[O:21])[C:11]1[CH:16]=[CH:15][C:14]([Br:17])=[C:13]([N+:18]([O-])=O)[CH:12]=1.C([O-])(O)=O.[Na+]. (3) Given the product [NH2:23][C:24]1[C:25]([C:31]([NH:1][C:2]2[CH:3]=[N:4][CH:5]=[CH:6][C:7]=2[N:8]2[CH2:13][CH2:12][C@@H:11]([F:14])[C@H:10]([NH:15][C:16](=[O:22])[O:17][C:18]([CH3:19])([CH3:21])[CH3:20])[CH2:9]2)=[O:32])=[N:26][C:27]([Br:30])=[CH:28][CH:29]=1, predict the reactants needed to synthesize it. The reactants are: [NH2:1][C:2]1[CH:3]=[N:4][CH:5]=[CH:6][C:7]=1[N:8]1[CH2:13][CH2:12][C@@H:11]([F:14])[C@H:10]([NH:15][C:16](=[O:22])[O:17][C:18]([CH3:21])([CH3:20])[CH3:19])[CH2:9]1.[NH2:23][C:24]1[C:25]([C:31](O)=[O:32])=[N:26][C:27]([Br:30])=[CH:28][CH:29]=1. (4) Given the product [CH3:1][C:2]1[CH:11]=[C:10]([O:12][C:13]2[CH:14]=[CH:15][C:16]([NH2:19])=[CH:17][CH:18]=2)[C:9]2[CH:8]=[C:7]3[O:22][CH2:23][O:24][C:6]3=[CH:5][C:4]=2[N:3]=1, predict the reactants needed to synthesize it. The reactants are: [CH3:1][C:2]1[CH:11]=[C:10]([O:12][C:13]2[CH:18]=[CH:17][C:16]([N+:19]([O-])=O)=[CH:15][CH:14]=2)[C:9]2[CH:8]=[C:7]3[O:22][CH2:23][O:24][C:6]3=[CH:5][C:4]=2[N:3]=1.